From a dataset of Catalyst prediction with 721,799 reactions and 888 catalyst types from USPTO. Predict which catalyst facilitates the given reaction. Product: [CH2:1]([O:8][C:9]1[CH:10]=[CH:11][C:12]2[C:13]3[S:27][C:20]([CH2:21][CH2:22][CH3:23])=[N:19][C:14]=3[CH:15]=[N:16][C:17]=2[CH:18]=1)[C:2]1[CH:7]=[CH:6][CH:5]=[CH:4][CH:3]=1. Reactant: [CH2:1]([O:8][C:9]1[CH:18]=[C:17]2[C:12]([C:13](O)=[C:14]([NH:19][C:20](=O)[CH2:21][CH2:22][CH3:23])[CH:15]=[N:16]2)=[CH:11][CH:10]=1)[C:2]1[CH:7]=[CH:6][CH:5]=[CH:4][CH:3]=1.P12(SP3(SP(SP(S3)(S1)=S)(=S)S2)=S)=[S:27]. The catalyst class is: 17.